Predict the reactants needed to synthesize the given product. From a dataset of Full USPTO retrosynthesis dataset with 1.9M reactions from patents (1976-2016). (1) Given the product [CH:6]1([CH2:5][CH:4]([C:11]2[CH:16]=[CH:15][C:14]([C:17]3[CH:18]=[C:19]4[C:23](=[CH:24][CH:25]=3)[NH:22][CH:21]=[CH:20]4)=[CH:13][CH:12]=2)[C:3]([NH:31][C:29]([NH:28][CH3:27])=[O:30])=[O:26])[CH2:10][CH2:9][CH2:8][CH2:7]1, predict the reactants needed to synthesize it. The reactants are: CO[C:3](=[O:26])[CH:4]([C:11]1[CH:16]=[CH:15][C:14]([C:17]2[CH:18]=[C:19]3[C:23](=[CH:24][CH:25]=2)[NH:22][CH:21]=[CH:20]3)=[CH:13][CH:12]=1)[CH2:5][CH:6]1[CH2:10][CH2:9][CH2:8][CH2:7]1.[CH3:27][NH:28][C:29]([NH2:31])=[O:30].C[O-].[Mg+2].C[O-].CO. (2) Given the product [Br:1][C:2]1[CH:9]=[CH:8][C:7]([O:10][CH3:11])=[CH:6][C:3]=1[CH:27]([O:28][CH3:29])[O:31][CH3:32], predict the reactants needed to synthesize it. The reactants are: [Br:1][C:2]1[CH:9]=[CH:8][C:7]([O:10][CH3:11])=[CH:6][C:3]=1C=O.O.C1(C)C=CC(S(O)(=O)=O)=CC=1.C(O[CH:27]([O:31][CH2:32]C)[O:28][CH2:29]C)C. (3) Given the product [CH3:9][O:10][C:11]1[CH:38]=[CH:37][C:14]([CH2:15][N:16]([C:26]2[CH:31]=[CH:30][C:29]([C:32]([F:35])([F:34])[F:33])=[C:28]([O:1][CH2:2][CH3:3])[N:27]=2)[CH2:17][C:18]2[CH:23]=[CH:22][C:21]([O:24][CH3:25])=[CH:20][CH:19]=2)=[CH:13][CH:12]=1, predict the reactants needed to synthesize it. The reactants are: [O-:1][CH2:2][CH3:3].[Na+].[Na].CCO.[CH3:9][O:10][C:11]1[CH:38]=[CH:37][C:14]([CH2:15][N:16]([C:26]2[CH:31]=[CH:30][C:29]([C:32]([F:35])([F:34])[F:33])=[C:28](Cl)[N:27]=2)[CH2:17][C:18]2[CH:23]=[CH:22][C:21]([O:24][CH3:25])=[CH:20][CH:19]=2)=[CH:13][CH:12]=1. (4) Given the product [F:8][C:9]1[CH:10]=[C:11]([CH:16]2[C:24]3[O:23][N:22]=[C:21]([C:25]4[CH:30]=[CH:29][C:28]([N:31]5[CH:35]=[C:34]([CH3:36])[N:33]=[CH:32]5)=[C:27]([O:37][CH3:38])[CH:26]=4)[C:20]=3[CH2:19][CH2:18][CH2:17]2)[CH:12]=[C:13]([F:15])[CH:14]=1, predict the reactants needed to synthesize it. The reactants are: [Na+].[I-].C[Si](Cl)(C)C.[F:8][C:9]1[CH:10]=[C:11]([C:16]2(O)[C:24]3[O:23][N:22]=[C:21]([C:25]4[CH:30]=[CH:29][C:28]([N:31]5[CH:35]=[C:34]([CH3:36])[N:33]=[CH:32]5)=[C:27]([O:37][CH3:38])[CH:26]=4)[C:20]=3[CH2:19][CH2:18][CH2:17]2)[CH:12]=[C:13]([F:15])[CH:14]=1. (5) Given the product [F:2][C:3]([F:15])([F:16])[C:4]1[CH:5]=[C:6]([CH:7]=[CH:8][CH:9]=1)[NH:10][C:11]([NH:12][N:13]=[C:26]1[C:25]2[C:20](=[CH:21][CH:22]=[C:23]([S:28][CH2:29][CH2:30][CH2:31][C:32]3[CH:33]=[CH:34][C:35]([C:36]([OH:38])=[O:37])=[CH:39][CH:40]=3)[CH:24]=2)[N:19]([CH2:41][CH2:42][CH2:43][CH2:44][CH2:45][CH3:46])[C:18]1=[O:17])=[O:14], predict the reactants needed to synthesize it. The reactants are: Cl.[F:2][C:3]([F:16])([F:15])[C:4]1[CH:5]=[C:6]([NH:10][C:11](=[O:14])[NH:12][NH2:13])[CH:7]=[CH:8][CH:9]=1.[O:17]=[C:18]1[C:26](=O)[C:25]2[C:20](=[CH:21][CH:22]=[C:23]([S:28][CH2:29][CH2:30][CH2:31][C:32]3[CH:40]=[CH:39][C:35]([C:36]([OH:38])=[O:37])=[CH:34][CH:33]=3)[CH:24]=2)[N:19]1[CH2:41][CH2:42][CH2:43][CH2:44][CH2:45][CH3:46].